The task is: Predict the product of the given reaction.. This data is from Forward reaction prediction with 1.9M reactions from USPTO patents (1976-2016). (1) Given the reactants [F:1][C:2]([F:20])([F:19])[O:3][C:4]1[CH:9]=[CH:8][C:7]([C:10]#[C:11][CH2:12][C:13]2([CH2:17][OH:18])[CH2:16][CH2:15][CH2:14]2)=[CH:6][CH:5]=1.[CH3:21][S:22](Cl)(=[O:24])=[O:23], predict the reaction product. The product is: [F:1][C:2]([F:19])([F:20])[O:3][C:4]1[CH:5]=[CH:6][C:7]([C:10]#[C:11][CH2:12][C:13]2([CH2:17][O:18][S:22]([CH3:21])(=[O:24])=[O:23])[CH2:14][CH2:15][CH2:16]2)=[CH:8][CH:9]=1. (2) Given the reactants [N+:1]([C:4]1[CH:9]=[CH:8][C:7]([N:10]2[CH:14]=[CH:13][N:12]=[C:11]2[CH2:15][OH:16])=[CH:6][CH:5]=1)([O-])=O, predict the reaction product. The product is: [NH2:1][C:4]1[CH:5]=[CH:6][C:7]([N:10]2[CH:14]=[CH:13][N:12]=[C:11]2[CH2:15][OH:16])=[CH:8][CH:9]=1.